Dataset: Forward reaction prediction with 1.9M reactions from USPTO patents (1976-2016). Task: Predict the product of the given reaction. (1) The product is: [CH:24]([C:9]1[C:10]2[O:14][C:13]([CH3:15])([CH3:16])[CH2:12][C:11]=2[C:17]([CH3:18])=[C:7]([NH:6][C:4](=[O:5])[CH2:3][C:2]([CH3:21])([CH3:20])[CH3:1])[C:8]=1[CH3:19])=[O:25]. Given the reactants [CH3:1][C:2]([CH3:21])([CH3:20])[CH2:3][C:4]([NH:6][C:7]1[C:8]([CH3:19])=[CH:9][C:10]2[O:14][C:13]([CH3:16])([CH3:15])[CH2:12][C:11]=2[C:17]=1[CH3:18])=[O:5].C1C[O:25][CH2:24]C1.CCCCCC, predict the reaction product. (2) The product is: [CH3:15][C:12]1[CH:11]=[CH:10][C:9]([CH:1]=[CH2:2])=[CH:14][N:13]=1. Given the reactants [CH:1]([B-](F)(F)F)=[CH2:2].[K+].Br[C:9]1[CH:10]=[CH:11][C:12]([CH3:15])=[N:13][CH:14]=1.C1(P(C2C=CC=CC=2)C2C=CC=CC=2)C=CC=CC=1.C([O-])([O-])=O.[Cs+].[Cs+], predict the reaction product.